Task: Predict which catalyst facilitates the given reaction.. Dataset: Catalyst prediction with 721,799 reactions and 888 catalyst types from USPTO (1) The catalyst class is: 251. Product: [NH4+:11].[OH-:12].[Br:22][CH2:23][C:24]([NH:14][C:6]1[CH:7]=[C:8]([N+:11]([O-:13])=[O:12])[CH:9]=[CH:10][C:5]=1[C:1]([CH3:4])([CH3:2])[CH3:3])=[O:25]. Reactant: [C:1]([C:5]1[CH:10]=[CH:9][C:8]([N+:11]([O-:13])=[O:12])=[CH:7][C:6]=1[NH2:14])([CH3:4])([CH3:3])[CH3:2].C(N(CC)CC)C.[Br:22][CH2:23][C:24](Br)=[O:25]. (2) Reactant: [F:1][C:2]1[CH:7]=[C:6]([N+:8]([O-:10])=[O:9])[CH:5]=[C:4]([F:11])[C:3]=1[N:12]1[CH2:17][CH2:16][C:15](=[O:18])[CH2:14][CH2:13]1.C([Si]([N-][Si](CC)(CC)CC)(CC)CC)C.[Li+].[F:35][C:36]([F:55])([F:54])[S:37](N(C1C=CC=CC=1)[S:37]([C:36]([F:55])([F:54])[F:35])(=[O:39])=[O:38])(=[O:39])=[O:38]. Product: [F:35][C:36]([F:55])([F:54])[S:37]([O:18][C:15]1[CH2:14][CH2:13][N:12]([C:3]2[C:4]([F:11])=[CH:5][C:6]([N+:8]([O-:10])=[O:9])=[CH:7][C:2]=2[F:1])[CH2:17][CH:16]=1)(=[O:39])=[O:38]. The catalyst class is: 49. (3) Reactant: [Si:1]([O:8][C@H:9]([CH3:42])[CH2:10][CH2:11][CH2:12][C:13](=[O:41])/[CH:14]=[CH:15]/[C@H:16]1[C@H:20]([O:21][CH:22]2[CH2:27][CH2:26][CH2:25][CH2:24][O:23]2)[CH2:19][C@@H:18]([Cl:28])[C@@H:17]1[CH2:29][CH2:30][CH2:31][CH2:32][CH2:33][CH2:34][C:35]([O:37][CH2:38][CH2:39][CH3:40])=[O:36])([C:4]([CH3:7])([CH3:6])[CH3:5])([CH3:3])[CH3:2]. Product: [Si:1]([O:8][C@H:9]([CH3:42])[CH2:10][CH2:11][CH2:12][C@H:13]([OH:41])/[CH:14]=[CH:15]/[C@H:16]1[C@H:20]([O:21][CH:22]2[CH2:27][CH2:26][CH2:25][CH2:24][O:23]2)[CH2:19][C@@H:18]([Cl:28])[C@@H:17]1[CH2:29][CH2:30][CH2:31][CH2:32][CH2:33][CH2:34][C:35]([O:37][CH2:38][CH2:39][CH3:40])=[O:36])([C:4]([CH3:7])([CH3:6])[CH3:5])([CH3:3])[CH3:2]. The catalyst class is: 4. (4) Reactant: [CH3:1][C:2]1[N:3]=[C:4]2[CH:12]=[CH:11][CH:10]=[C:9]3[N:5]2[C:6]=1[C:7](=[O:22])[N:8]3[CH2:13][CH2:14][CH2:15][CH2:16][NH:17][S:18]([CH3:21])(=[O:20])=[O:19].[ClH:23]. Product: [ClH:23].[CH3:1][C:2]1[N:3]=[C:4]2[CH:12]=[CH:11][CH:10]=[C:9]3[N:5]2[C:6]=1[C:7](=[O:22])[N:8]3[CH2:13][CH2:14][CH2:15][CH2:16][NH:17][S:18]([CH3:21])(=[O:19])=[O:20]. The catalyst class is: 5. (5) Reactant: [C:1]1([C:7]2[CH:12]=[C:11]([O:13][C:14]3[CH:20]=[CH:19][C:17]([NH2:18])=[CH:16][CH:15]=3)[CH:10]=[CH:9][N:8]=2)[CH:6]=[CH:5][CH:4]=[CH:3][CH:2]=1.C(OCC)(=O)C.[F:27][C:28]1[CH:33]=[CH:32][C:31]([N:34]=[C:35]=[O:36])=[CH:30][CH:29]=1. Product: [C:1]1([C:7]2[CH:12]=[C:11]([O:13][C:14]3[CH:15]=[CH:16][C:17]([NH:18][C:35]([NH:34][C:31]4[CH:32]=[CH:33][C:28]([F:27])=[CH:29][CH:30]=4)=[O:36])=[CH:19][CH:20]=3)[CH:10]=[CH:9][N:8]=2)[CH:2]=[CH:3][CH:4]=[CH:5][CH:6]=1. The catalyst class is: 81. (6) Reactant: [Cl:1][C:2]1[CH:7]=[CH:6][C:5]([CH:8]([C:31]2[C:40]3[C:35](=[CH:36][C:37]([F:42])=[C:38]([F:41])[CH:39]=3)[N:34]=[CH:33][CH:32]=2)[C@@H:9]([C:13]2[CH:30]=[CH:29][C:16]([C:17]([NH:19][CH2:20][CH2:21][C:22]([O:24]C(C)(C)C)=[O:23])=[O:18])=[CH:15][CH:14]=2)[CH2:10][CH2:11][CH3:12])=[CH:4][CH:3]=1.C(O)(C(F)(F)F)=O. Product: [Cl:1][C:2]1[CH:7]=[CH:6][C:5]([CH:8]([C:31]2[C:40]3[C:35](=[CH:36][C:37]([F:42])=[C:38]([F:41])[CH:39]=3)[N:34]=[CH:33][CH:32]=2)[C@@H:9]([C:13]2[CH:14]=[CH:15][C:16]([C:17]([NH:19][CH2:20][CH2:21][C:22]([OH:24])=[O:23])=[O:18])=[CH:29][CH:30]=2)[CH2:10][CH2:11][CH3:12])=[CH:4][CH:3]=1. The catalyst class is: 2.